Dataset: Full USPTO retrosynthesis dataset with 1.9M reactions from patents (1976-2016). Task: Predict the reactants needed to synthesize the given product. (1) Given the product [C:1]([O:5][C:6](=[O:24])/[CH:7]=[CH:8]/[C:9]1[CH:13]=[CH:12][N:11]([S:14]([C:17]2[CH:22]=[CH:21][C:20]([C:27]3[CH:26]=[N:25][CH:30]=[CH:29][CH:28]=3)=[CH:19][CH:18]=2)(=[O:16])=[O:15])[CH:10]=1)([CH3:4])([CH3:3])[CH3:2], predict the reactants needed to synthesize it. The reactants are: [C:1]([O:5][C:6](=[O:24])/[CH:7]=[CH:8]/[C:9]1[CH:13]=[CH:12][N:11]([S:14]([C:17]2[CH:22]=[CH:21][C:20](Br)=[CH:19][CH:18]=2)(=[O:16])=[O:15])[CH:10]=1)([CH3:4])([CH3:3])[CH3:2].[N:25]1[CH:30]=[CH:29][CH:28]=[C:27](B(O)O)[CH:26]=1.C(=O)([O-])[O-].[Na+].[Na+]. (2) Given the product [C:1]([O:5][C:6]([NH:8][C@@H:9]([CH2:10][O:11][CH2:18][C:19]1([CH3:23])[CH2:22][O:21][CH2:20]1)[C:12]([OH:14])=[O:13])=[O:7])([CH3:4])([CH3:2])[CH3:3], predict the reactants needed to synthesize it. The reactants are: [C:1]([O:5][C:6]([NH:8][C@H:9]([C:12]([OH:14])=[O:13])[CH2:10][OH:11])=[O:7])([CH3:4])([CH3:3])[CH3:2].[H-].[Na+].Br[CH2:18][C:19]1([CH3:23])[CH2:22][O:21][CH2:20]1. (3) Given the product [NH2:7][C:6]1[CH:5]=[CH:4][C:3]([NH:8][C:16](=[O:22])[O:17][C:18]([CH3:21])([CH3:20])[CH3:19])=[CH:2][CH:1]=1, predict the reactants needed to synthesize it. The reactants are: [CH:1]1[C:6]([NH2:7])=[CH:5][CH:4]=[C:3]([NH2:8])[CH:2]=1.C(N(CC)CC)C.[C:16](=O)([O:22]C(C)(C)C)[O:17][C:18]([CH3:21])([CH3:20])[CH3:19]. (4) Given the product [CH2:1]([O:8][C:9]1[CH:10]=[C:11]2[C:16](=[CH:17][CH:18]=1)[C:15](=[O:19])[N:14]([CH2:20][CH:21]1[CH2:22][CH2:23]1)[C:13]([CH2:24][NH:25][C:26](=[O:35])[O:51][C:52]([CH3:55])([CH3:54])[CH3:53])=[C:12]2[O:36][CH2:37][CH2:38][CH2:39][CH3:40])[C:2]1[CH:3]=[CH:4][CH:5]=[CH:6][CH:7]=1, predict the reactants needed to synthesize it. The reactants are: [CH2:1]([O:8][C:9]1[CH:10]=[C:11]2[C:16](=[CH:17][CH:18]=1)[C:15](=[O:19])[N:14]([CH2:20][CH:21]1[CH2:23][CH2:22]1)[C:13]([CH2:24][N:25]1C(=O)C3C(=CC=CC=3)[C:26]1=[O:35])=[C:12]2[O:36][CH2:37][CH2:38][CH2:39][CH3:40])[C:2]1[CH:7]=[CH:6][CH:5]=[CH:4][CH:3]=1.O.NN.C(=O)([O-])O.[Na+].C(OC([O:51][C:52]([CH3:55])([CH3:54])[CH3:53])=O)([O:51][C:52]([CH3:55])([CH3:54])[CH3:53])=O. (5) The reactants are: [F:1][C:2]([F:18])([S:14]([O-:17])(=[O:16])=[O:15])[C:3]([F:13])([F:12])[CH2:4][CH2:5][O:6][C:7](=[O:11])[C:8]([CH3:10])=[CH2:9].[K+].[Br-].[C:21]1([S+:27]([C:34]2[CH:39]=[CH:38][CH:37]=[CH:36][CH:35]=2)[C:28]2[CH:33]=[CH:32][CH:31]=[CH:30][CH:29]=2)[CH:26]=[CH:25][CH:24]=[CH:23][CH:22]=1.ClCCl. Given the product [F:18][C:2]([F:1])([S:14]([O-:17])(=[O:16])=[O:15])[C:3]([F:13])([F:12])[CH2:4][CH2:5][O:6][C:7](=[O:11])[C:8]([CH3:10])=[CH2:9].[C:34]1([S+:27]([C:21]2[CH:22]=[CH:23][CH:24]=[CH:25][CH:26]=2)[C:28]2[CH:33]=[CH:32][CH:31]=[CH:30][CH:29]=2)[CH:35]=[CH:36][CH:37]=[CH:38][CH:39]=1, predict the reactants needed to synthesize it.